This data is from Full USPTO retrosynthesis dataset with 1.9M reactions from patents (1976-2016). The task is: Predict the reactants needed to synthesize the given product. Given the product [CH3:17][C:14]1([CH3:16])[CH2:13][O:12][C:11]([C:4]2[C:3]([CH2:19][CH:20]([C:22]3[CH:27]=[CH:26][CH:25]=[CH:24][CH:23]=3)[CH3:21])=[C:8]([O:9][CH3:10])[CH:7]=[CH:6][CH:5]=2)=[N:15]1, predict the reactants needed to synthesize it. The reactants are: CO[C:3]1[C:8]([O:9][CH3:10])=[CH:7][CH:6]=[CH:5][C:4]=1[C:11]1[O:12][CH2:13][C:14]([CH3:17])([CH3:16])[N:15]=1.Br[CH2:19][CH:20]([C:22]1[CH:27]=[CH:26][CH:25]=[CH:24][CH:23]=1)[CH3:21].[Mg].[NH4+].[Cl-].